This data is from hERG potassium channel inhibition data for cardiac toxicity prediction from Karim et al.. The task is: Regression/Classification. Given a drug SMILES string, predict its toxicity properties. Task type varies by dataset: regression for continuous values (e.g., LD50, hERG inhibition percentage) or binary classification for toxic/non-toxic outcomes (e.g., AMES mutagenicity, cardiotoxicity, hepatotoxicity). Dataset: herg_karim. (1) The molecule is O=C(CNC(=O)c1cccc(C(F)(F)F)c1)N[C@@H]1CCN(CCC2CCN(C(=O)c3cc(F)ccc3F)CC2)C1. The result is 0 (non-blocker). (2) The drug is CN1CCC[C@@H](c2nc3ccccc3n2C[C@@H]2CCCO2)C1. The result is 1 (blocker).